This data is from Reaction yield outcomes from USPTO patents with 853,638 reactions. The task is: Predict the reaction yield, written as a fraction of the theoretical maximum amount of product (1.0 means a 100% yield; for example, 0.34 means a 34% yield). (1) The reactants are [NH2:1][CH2:2][C@@H:3]1[CH2:8][CH2:7][C@H:6]([CH3:9])[CH2:5][N:4]1[C:10]([O:12][C:13]([CH3:16])([CH3:15])[CH3:14])=[O:11].C(=O)([O-])[O-].[K+].[K+].Cl[C:24]1[N:29]=[CH:28][C:27]([C:30]([F:33])([F:32])[F:31])=[CH:26][N:25]=1. The catalyst is CN(C=O)C.CCOCC. The product is [CH3:9][C@@H:6]1[CH2:5][N:4]([C:10]([O:12][C:13]([CH3:15])([CH3:14])[CH3:16])=[O:11])[C@H:3]([CH2:2][NH:1][C:24]2[N:29]=[CH:28][C:27]([C:30]([F:33])([F:32])[F:31])=[CH:26][N:25]=2)[CH2:8][CH2:7]1. The yield is 0.732. (2) The product is [CH2:13]([N:12]([CH2:15][CH3:16])[CH2:11][CH2:10][CH2:9][NH:8][C:6]1[N:7]=[C:2]([C:39]2[C:31]([CH3:30])=[C:32]([CH:36]=[CH:37][CH:38]=2)[C:33]([OH:35])=[O:34])[C:3]2[CH:20]=[CH:19][C:18](=[O:21])[N:17]([C:22]3[C:27]([F:28])=[CH:26][CH:25]=[CH:24][C:23]=3[F:29])[C:4]=2[N:5]=1)[CH3:14]. The catalyst is O1CCOCC1.O.C1C=CC([P]([Pd]([P](C2C=CC=CC=2)(C2C=CC=CC=2)C2C=CC=CC=2)([P](C2C=CC=CC=2)(C2C=CC=CC=2)C2C=CC=CC=2)[P](C2C=CC=CC=2)(C2C=CC=CC=2)C2C=CC=CC=2)(C2C=CC=CC=2)C2C=CC=CC=2)=CC=1. The yield is 0.990. The reactants are Cl[C:2]1[C:3]2[CH:20]=[CH:19][C:18](=[O:21])[N:17]([C:22]3[C:27]([F:28])=[CH:26][CH:25]=[CH:24][C:23]=3[F:29])[C:4]=2[N:5]=[C:6]([NH:8][CH2:9][CH2:10][CH2:11][N:12]([CH2:15][CH3:16])[CH2:13][CH3:14])[N:7]=1.[CH3:30][C:31]1[C:39](B2OC(C)(C)C(C)(C)O2)=[CH:38][CH:37]=[CH:36][C:32]=1[C:33]([OH:35])=[O:34].C(=O)([O-])[O-].[K+].[K+]. (3) The reactants are [OH-].[Li+].[CH3:3][O:4][C:5]1[CH:10]=[CH:9][C:8]([C:11]2[CH:16]=[CH:15][C:14]([C:17]([NH:19][C:20]3([C:28]([O:30]C)=[O:29])[CH2:27][CH2:26][CH2:25][CH2:24][CH2:23][CH2:22][CH2:21]3)=[O:18])=[C:13]([NH:32][C:33]([NH:35][C:36]3[C:41]([CH3:42])=[CH:40][C:39]([CH3:43])=[CH:38][C:37]=3[CH3:44])=[O:34])[CH:12]=2)=[CH:7][CH:6]=1.CO.O. The catalyst is C1COCC1. The product is [CH3:3][O:4][C:5]1[CH:6]=[CH:7][C:8]([C:11]2[CH:16]=[CH:15][C:14]([C:17]([NH:19][C:20]3([C:28]([OH:30])=[O:29])[CH2:21][CH2:22][CH2:23][CH2:24][CH2:25][CH2:26][CH2:27]3)=[O:18])=[C:13]([NH:32][C:33]([NH:35][C:36]3[C:41]([CH3:42])=[CH:40][C:39]([CH3:43])=[CH:38][C:37]=3[CH3:44])=[O:34])[CH:12]=2)=[CH:9][CH:10]=1. The yield is 0.400. (4) The reactants are [CH2:1]([O:3][C:4](=[O:41])[C:5]([CH3:40])([CH3:39])[CH2:6][CH2:7][CH2:8][CH2:9][CH2:10][CH2:11][C:12]([N+]#[C-])(S(C1C=CC(C)=CC=1)(=O)=O)[CH2:13][CH2:14][CH2:15][CH2:16][CH2:17][CH2:18][C:19]([CH3:26])([CH3:25])[C:20]([O:22][CH2:23][CH3:24])=[O:21])[CH3:2].Cl.[OH2:43]. The catalyst is C(Cl)Cl. The product is [CH2:1]([O:3][C:4](=[O:41])[C:5]([CH3:40])([CH3:39])[CH2:6][CH2:7][CH2:8][CH2:9][CH2:10][CH2:11][C:12](=[O:43])[CH2:13][CH2:14][CH2:15][CH2:16][CH2:17][CH2:18][C:19]([CH3:26])([CH3:25])[C:20]([O:22][CH2:23][CH3:24])=[O:21])[CH3:2]. The yield is 0.400. (5) The reactants are C([O:3][C:4]([C:6]1[CH:7]=[C:8]2[C:13](=[CH:14][CH:15]=1)[NH:12][CH:11]([C:16]1[CH:17]=[C:18]([C:22]3[CH:27]=[CH:26][C:25]([Cl:28])=[CH:24][CH:23]=3)[CH:19]=[CH:20][CH:21]=1)[C:10]([CH3:30])([CH3:29])[CH2:9]2)=[O:5])C.[OH-].[Na+].Cl. The catalyst is CO.O1CCCC1.O. The product is [Cl:28][C:25]1[CH:24]=[CH:23][C:22]([C:18]2[CH:19]=[CH:20][CH:21]=[C:16]([CH:11]3[C:10]([CH3:30])([CH3:29])[CH2:9][C:8]4[C:13](=[CH:14][CH:15]=[C:6]([C:4]([OH:5])=[O:3])[CH:7]=4)[NH:12]3)[CH:17]=2)=[CH:27][CH:26]=1. The yield is 0.900. (6) The reactants are [CH3:1][C:2](C)([O-:4])[CH3:3].[K+].CC(O)C.[Br:11][C:12]1[CH:17]=[C:16](F)[C:15]([N+:19]([O-:21])=[O:20])=[CH:14][C:13]=1[Cl:22].O. The catalyst is CN(C=O)C. The product is [Br:11][C:12]1[CH:17]=[C:16]([O:4][CH:2]([CH3:3])[CH3:1])[C:15]([N+:19]([O-:21])=[O:20])=[CH:14][C:13]=1[Cl:22]. The yield is 0.620. (7) The reactants are [NH2:1][C:2]1[CH:9]=[C:8]([F:10])[CH:7]=[CH:6][C:3]=1[CH2:4][OH:5].C(N(CC)C(C)C)(C)C.[C:20](Cl)(=[O:29])[CH2:21][CH2:22][C:23]1[CH:28]=[CH:27][CH:26]=[CH:25][CH:24]=1. The catalyst is C(Cl)Cl. The product is [F:10][C:8]1[CH:7]=[CH:6][C:3]([CH2:4][OH:5])=[C:2]([NH:1][C:20](=[O:29])[CH2:21][CH2:22][C:23]2[CH:28]=[CH:27][CH:26]=[CH:25][CH:24]=2)[CH:9]=1. The yield is 0.878. (8) The reactants are [CH2:1]([O:8][C:9]1[CH:16]=[CH:15][C:12]([C:13]#[N:14])=[C:11]([F:17])[CH:10]=1)[C:2]1[CH:7]=[CH:6][CH:5]=[CH:4][CH:3]=1.[Li+].C[Si]([N-:23][Si](C)(C)C)(C)C.[ClH:28]. The catalyst is C1COCC1. The product is [ClH:28].[CH2:1]([O:8][C:9]1[CH:16]=[CH:15][C:12]([C:13]([NH2:23])=[NH:14])=[C:11]([F:17])[CH:10]=1)[C:2]1[CH:3]=[CH:4][CH:5]=[CH:6][CH:7]=1. The yield is 0.720. (9) The reactants are [CH:1]1([C@@H:7]([NH:9][C:10]([C:12]2[CH:13]=[C:14]3[C:18](=[CH:19][CH:20]=2)[NH:17][N:16]=[CH:15]3)=[O:11])[CH3:8])[CH2:6][CH2:5][CH2:4][CH2:3][CH2:2]1.[I:21]I.C([O-])([O-])=O.[K+].[K+]. The catalyst is CN(C=O)C. The product is [CH:1]1([C@@H:7]([NH:9][C:10]([C:12]2[CH:13]=[C:14]3[C:18](=[CH:19][CH:20]=2)[NH:17][N:16]=[C:15]3[I:21])=[O:11])[CH3:8])[CH2:6][CH2:5][CH2:4][CH2:3][CH2:2]1. The yield is 0.670.